From a dataset of Forward reaction prediction with 1.9M reactions from USPTO patents (1976-2016). Predict the product of the given reaction. Given the reactants CS([Cl:5])(=O)=O.[OH:6][CH2:7][C:8]1[S:16][C:15]2[C:14](=[O:17])[C:13]([C:18]([O:20]CC)=O)=[CH:12][N:11]([CH3:23])[C:10]=2[CH:9]=1.N1[C:29](C)=[CH:28][C:27](C)=[CH:26][C:25]=1[CH3:32].C[N:34]([CH:36]=O)C, predict the reaction product. The product is: [Cl:5][C:25]1[CH:26]=[CH:27][C:28]([CH2:36][NH:34][C:18]([C:13]2[C:14](=[O:17])[C:15]3[S:16][C:8]([CH2:7][OH:6])=[CH:9][C:10]=3[N:11]([CH3:23])[CH:12]=2)=[O:20])=[CH:29][CH:32]=1.